This data is from Reaction yield outcomes from USPTO patents with 853,638 reactions. The task is: Predict the reaction yield, written as a fraction of the theoretical maximum amount of product (1.0 means a 100% yield; for example, 0.34 means a 34% yield). The reactants are [NH2:1][C@H:2]1[CH2:7][CH2:6][C@H:5]([NH2:8])[CH2:4][CH2:3]1.[CH3:9][C:10]([O:13][C:14](O[C:14]([O:13][C:10]([CH3:12])([CH3:11])[CH3:9])=[O:15])=[O:15])([CH3:12])[CH3:11]. The catalyst is O1CCOCC1. The product is [C:10]([O:13][C:14](=[O:15])[NH:1][C@H:2]1[CH2:7][CH2:6][C@H:5]([NH2:8])[CH2:4][CH2:3]1)([CH3:12])([CH3:11])[CH3:9]. The yield is 0.850.